Dataset: Forward reaction prediction with 1.9M reactions from USPTO patents (1976-2016). Task: Predict the product of the given reaction. (1) Given the reactants [OH:1][CH2:2][C:3]1[CH:4]=[C:5]2[C:10](=[CH:11][CH:12]=1)[C@H:9]([NH:13][C:14]([C@H:16]1[C@@H:20]([CH2:21][S:22]([C:25]3[CH:34]=[CH:33][C:32]4[C:27](=[CH:28][CH:29]=[CH:30][CH:31]=4)[CH:26]=3)(=[O:24])=[O:23])[O:19][C:18]([CH3:36])([CH3:35])[O:17]1)=[O:15])[CH2:8][CH2:7][CH2:6]2, predict the reaction product. The product is: [CH:2]([C:3]1[CH:4]=[C:5]2[C:10](=[CH:11][CH:12]=1)[C@H:9]([NH:13][C:14]([C@H:16]1[C@@H:20]([CH2:21][S:22]([C:25]3[CH:34]=[CH:33][C:32]4[C:27](=[CH:28][CH:29]=[CH:30][CH:31]=4)[CH:26]=3)(=[O:23])=[O:24])[O:19][C:18]([CH3:36])([CH3:35])[O:17]1)=[O:15])[CH2:8][CH2:7][CH2:6]2)=[O:1]. (2) Given the reactants C([O:4][C:5]1[CH:14]=[C:13]2[C:8]([CH2:9][CH2:10][NH:11][CH2:12]2)=[CH:7][CH:6]=1)(=O)C.C(N(CC)CC)C.[C:22](O[C:22]([O:24][C:25]([CH3:28])([CH3:27])[CH3:26])=[O:23])([O:24][C:25]([CH3:28])([CH3:27])[CH3:26])=[O:23], predict the reaction product. The product is: [OH:4][C:5]1[CH:14]=[C:13]2[C:8]([CH2:9][CH2:10][N:11]([C:22]([O:24][C:25]([CH3:28])([CH3:27])[CH3:26])=[O:23])[CH2:12]2)=[CH:7][CH:6]=1. (3) Given the reactants [CH3:1][C:2]([O:4][C@H:5]1[C:14]2[C@@:15]3([CH3:30])[C@@H:26]([CH2:27][O:28][CH3:29])[O:25][C:23](=[O:24])[C:17]4=[CH:18][O:19][C:20]([C:21](=[O:22])[C:13]=2[C@@H:8]2[CH2:9][CH2:10][C@H:11]([OH:12])[C@@:7]2([CH3:31])[CH2:6]1)=[C:16]34)=[O:3].[CH3:32][O:33][C:34](=[O:44])[C:35]([CH3:43])=[CH:36][CH:37]([NH:41][CH3:42])[CH:38]([CH3:40])[CH3:39], predict the reaction product. The product is: [CH3:32][O:33][C:34](=[O:44])[C:35]([CH3:43])=[CH:36][CH:37]([N:41]([CH:18]=[C:17]1[C:16]2[C:15]([CH3:30])([C:14]3[CH:5]([O:4][C:2](=[O:3])[CH3:1])[CH2:6][C:7]4([CH3:31])[CH:8]([C:13]=3[C:21](=[O:22])[C:20]=2[OH:19])[CH2:9][CH2:10][CH:11]4[OH:12])[CH:26]([CH2:27][O:28][CH3:29])[O:25][C:23]1=[O:24])[CH3:42])[CH:38]([CH3:40])[CH3:39]. (4) Given the reactants [CH3:1][CH:2]1[C:10]2[C:5](=[CH:6][CH:7]=[CH:8][CH:9]=2)[CH:4]=[CH:3]1.C([Li])CCC.CCCCCC.Cl[C:23]([O:25][CH3:26])=[O:24].Cl, predict the reaction product. The product is: [CH3:1][C:2]1([C:23]([O:25][CH3:26])=[O:24])[C:10]2[C:5](=[CH:6][CH:7]=[CH:8][CH:9]=2)[CH:4]=[CH:3]1.